This data is from Catalyst prediction with 721,799 reactions and 888 catalyst types from USPTO. The task is: Predict which catalyst facilitates the given reaction. (1) Reactant: [C:1]([O:5][C:6]([N:8]1[C@H:12]([CH2:13][C:14]2[CH:19]=[CH:18][C:17]([C:20]3[CH:25]=[CH:24][CH:23]=[CH:22][CH:21]=3)=[CH:16][CH:15]=2)[CH:11]=[C:10]([CH3:26])[C:9]1=[O:27])=[O:7])([CH3:4])([CH3:3])[CH3:2].[O:28]1CCCC1.[OH-].[Li+].P(=O)(O)(O)O. Product: [C:17]1([C:20]2[CH:21]=[CH:22][CH:23]=[CH:24][CH:25]=2)[CH:18]=[CH:19][C:14]([CH2:13][C@@H:12]([NH:8][C:6]([O:5][C:1]([CH3:4])([CH3:3])[CH3:2])=[O:7])/[CH:11]=[C:10](/[CH3:26])\[C:9]([OH:28])=[O:27])=[CH:15][CH:16]=1. The catalyst class is: 13. (2) Reactant: [Br:1][C:2]1[CH:8]=[CH:7][C:5]([NH2:6])=[C:4]([O:9][CH3:10])[CH:3]=1.[CH3:11][C:12]([O:15][C:16](O[C:16]([O:15][C:12]([CH3:14])([CH3:13])[CH3:11])=[O:17])=[O:17])([CH3:14])[CH3:13]. Product: [C:12]([O:15][C:16](=[O:17])[NH:6][C:5]1[CH:7]=[CH:8][C:2]([Br:1])=[CH:3][C:4]=1[O:9][CH3:10])([CH3:14])([CH3:13])[CH3:11]. The catalyst class is: 1. (3) Reactant: C([O:3][C:4](=[O:34])[CH2:5][C:6]1[CH:11]=[CH:10][C:9]([O:12][CH3:13])=[C:8]([O:14][C:15]2[CH:20]=[CH:19][C:18]([C:21](=[O:27])[NH:22][C:23]([CH3:26])([CH3:25])[CH3:24])=[CH:17][C:16]=2[CH2:28][S:29][C:30]([CH3:33])([CH3:32])[CH3:31])[CH:7]=1)C.[OH-].[Li+]. Product: [C:23]([NH:22][C:21]([C:18]1[CH:19]=[CH:20][C:15]([O:14][C:8]2[CH:7]=[C:6]([CH2:5][C:4]([OH:34])=[O:3])[CH:11]=[CH:10][C:9]=2[O:12][CH3:13])=[C:16]([CH2:28][S:29][C:30]([CH3:33])([CH3:32])[CH3:31])[CH:17]=1)=[O:27])([CH3:25])([CH3:26])[CH3:24]. The catalyst class is: 24. (4) Reactant: Cl[CH2:2][C:3]([NH:5][C:6]1[CH:11]=[CH:10][C:9]([O:12][CH3:13])=[CH:8][CH:7]=1)=[O:4].[CH2:14]([CH:21]1[CH2:26][CH2:25][NH:24][CH2:23][CH2:22]1)[C:15]1[CH:20]=[CH:19][CH:18]=[CH:17][CH:16]=1. Product: [CH2:14]([CH:21]1[CH2:26][CH2:25][N:24]([CH2:2][C:3]([NH:5][C:6]2[CH:11]=[CH:10][C:9]([O:12][CH3:13])=[CH:8][CH:7]=2)=[O:4])[CH2:23][CH2:22]1)[C:15]1[CH:20]=[CH:19][CH:18]=[CH:17][CH:16]=1. The catalyst class is: 81.